From a dataset of Catalyst prediction with 721,799 reactions and 888 catalyst types from USPTO. Predict which catalyst facilitates the given reaction. (1) Reactant: [C:1]([C:5]1[CH:14]=[C:13]2[C:8]([C:9](Cl)=[C:10]([C:15]([O:17][CH2:18][CH3:19])=[O:16])[CH:11]=[N:12]2)=[CH:7][CH:6]=1)([CH3:4])([CH3:3])[CH3:2].C(N(CC)CC)C. Product: [C:1]([C:5]1[CH:14]=[C:13]2[C:8]([CH:9]=[C:10]([C:15]([O:17][CH2:18][CH3:19])=[O:16])[CH:11]=[N:12]2)=[CH:7][CH:6]=1)([CH3:4])([CH3:2])[CH3:3]. The catalyst class is: 178. (2) The catalyst class is: 15. Reactant: [CH:1]1([C:4]([NH:6][C:7]2[S:15][C:10]3[CH2:11][O:12][CH2:13][CH2:14][C:9]=3[C:8]=2[C:16]([NH2:18])=[O:17])=[O:5])[CH2:3][CH2:2]1.C([O-])(=O)C.[Na+].[Br:24]Br. Product: [Br:24][CH:11]1[C:10]2[S:15][C:7]([NH:6][C:4]([CH:1]3[CH2:2][CH2:3]3)=[O:5])=[C:8]([C:16]([NH2:18])=[O:17])[C:9]=2[CH2:14][CH2:13][O:12]1. (3) Reactant: [Cl:1][C:2]1[CH:3]=[C:4]([CH:20]=[CH:21][C:22]=1[Cl:23])[CH2:5][C:6]1[N:7]=[C:8]([N:14]2[CH2:19][CH2:18][O:17][CH2:16][CH2:15]2)[S:9][C:10]=1[CH2:11][C:12]#[N:13].[N-:24]=[N+:25]=[N-:26].[Na+].[NH4+].[Cl-]. Product: [NH:24]1[C:12]([CH2:11][C:10]2[S:9][C:8]([N:14]3[CH2:15][CH2:16][O:17][CH2:18][CH2:19]3)=[N:7][C:6]=2[CH2:5][C:4]2[CH:20]=[CH:21][C:22]([Cl:23])=[C:2]([Cl:1])[CH:3]=2)=[N:13][N:26]=[N:25]1. The catalyst class is: 248. (4) Reactant: [CH2:1]([O:4][C:5](=[O:35])[C@H:6]([CH2:15][C:16]1[CH:21]=[CH:20][C:19]([O:22][C:23](OC2C=CC([N+]([O-])=O)=CC=2)=[O:24])=[CH:18][CH:17]=1)[NH:7][C:8]([O:10][C:11]([CH3:14])([CH3:13])[CH3:12])=[O:9])[CH:2]=[CH2:3].[C:36]([O:40][C:41]([NH:43][C@H:44]([C:49]([OH:51])=[O:50])[CH2:45][CH2:46][CH2:47][NH2:48])=[O:42])([CH3:39])([CH3:38])[CH3:37]. Product: [CH2:1]([O:4][C:5](=[O:35])[C@@H:6]([NH:7][C:8]([O:10][C:11]([CH3:14])([CH3:13])[CH3:12])=[O:9])[CH2:15][C:16]1[CH:21]=[CH:20][C:19]([O:22][C:23]([NH:48][CH2:47][CH2:46][CH2:45][C@@H:44]([C:49]([OH:51])=[O:50])[NH:43][C:41]([O:40][C:36]([CH3:39])([CH3:37])[CH3:38])=[O:42])=[O:24])=[CH:18][CH:17]=1)[CH:2]=[CH2:3]. The catalyst class is: 4.